The task is: Predict which catalyst facilitates the given reaction.. This data is from Catalyst prediction with 721,799 reactions and 888 catalyst types from USPTO. (1) Reactant: [CH2:1]([N:8]1[C:17]2[C:12](=[CH:13][CH:14]=[CH:15][CH:16]=2)[C:11](=[O:18])[C:10]([C:19](O)=[O:20])=[CH:9]1)[C:2]1[CH:7]=[CH:6][CH:5]=[CH:4][CH:3]=1.C(N(CC)C(C)C)(C)C.CN(C(ON1N=NC2C=CC=NC1=2)=[N+](C)C)C.F[P-](F)(F)(F)(F)F.[NH2:55][C:56]1[C:57]([C:67]([CH3:70])([CH3:69])[CH3:68])=[CH:58][C:59]([C:63]([CH3:66])([CH3:65])[CH3:64])=[C:60]([OH:62])[CH:61]=1.C(=O)([O-])[O-].[Na+].[Na+]. Product: [C:67]([C:57]1[CH:58]=[C:59]([C:63]([CH3:64])([CH3:66])[CH3:65])[C:60]([OH:62])=[CH:61][C:56]=1[NH:55][C:19]([C:10]1[C:11](=[O:18])[C:12]2[C:17](=[CH:16][CH:15]=[CH:14][CH:13]=2)[N:8]([CH2:1][C:2]2[CH:7]=[CH:6][CH:5]=[CH:4][CH:3]=2)[CH:9]=1)=[O:20])([CH3:70])([CH3:69])[CH3:68]. The catalyst class is: 9. (2) Reactant: [CH:1]([O:4][C:5]([N:7]1[CH2:12][CH2:11][CH:10]([C@H:13]([CH3:43])[CH2:14][C:15]#[C:16][C:17]2[CH:18]=[N:19][C:20]([N:23]3[CH2:27][C@H:26]([N:28]4[CH2:33][CH2:32][CH2:31][CH2:30][C:29]4=[O:34])[C@@H:25]([NH:35][C:36]([O:38][C:39]([CH3:42])([CH3:41])[CH3:40])=[O:37])[CH2:24]3)=[N:21][CH:22]=2)[CH2:9][CH2:8]1)=[O:6])([CH3:3])[CH3:2].[H][H]. Product: [CH:1]([O:4][C:5]([N:7]1[CH2:12][CH2:11][CH:10]([C@H:13]([CH3:43])[CH2:14][CH2:15][CH2:16][C:17]2[CH:18]=[N:19][C:20]([N:23]3[CH2:27][C@H:26]([N:28]4[CH2:33][CH2:32][CH2:31][CH2:30][C:29]4=[O:34])[C@@H:25]([NH:35][C:36]([O:38][C:39]([CH3:41])([CH3:40])[CH3:42])=[O:37])[CH2:24]3)=[N:21][CH:22]=2)[CH2:9][CH2:8]1)=[O:6])([CH3:3])[CH3:2]. The catalyst class is: 5. (3) Reactant: [Na].[CH3:2][N:3]([CH3:6])[CH:4]=[O:5].[Br:7][C:8]1[CH:9]=[C:10]2[C:15](=[CH:16][CH:17]=1)C(=O)NC=[CH:11]2.CI. Product: [Br:7][C:8]1[CH:9]=[C:10]2[C:15](=[CH:16][CH:17]=1)[C:4](=[O:5])[N:3]([CH3:6])[CH:2]=[CH:11]2. The catalyst class is: 6. (4) Reactant: [F:1][CH:2]([F:11])[O:3][C:4]1[CH:9]=[CH:8][C:7]([NH2:10])=[CH:6][CH:5]=1.P(=O)(O)(O)O.[N+]([O-])(O)=O.[N:21]([O-])=O.[Na+].[CH3:25][C:26](=[O:31])[CH2:27][C:28](=[O:30])[CH3:29].C([O-])(=O)C.[K+].C(=O)([O-])[O-].[Na+].[Na+]. Product: [F:1][CH:2]([F:11])[O:3][C:4]1[CH:5]=[CH:6][C:7]([N:10]=[N:21][CH:27]([C:26](=[O:31])[CH3:25])[C:28](=[O:30])[CH3:29])=[CH:8][CH:9]=1. The catalyst class is: 8.